Dataset: Forward reaction prediction with 1.9M reactions from USPTO patents (1976-2016). Task: Predict the product of the given reaction. Given the reactants [Cl:1][C:2]1[CH:3]=[C:4]([C:8]#[C:9][CH:10]([N:13]2[CH2:18][CH2:17][NH:16][CH2:15][CH2:14]2)[CH2:11][CH3:12])[CH:5]=[CH:6][CH:7]=1.C(N(CC)CC)C.[CH3:26][CH2:27][CH2:28][O:29][C:30](Cl)=[O:31], predict the reaction product. The product is: [CH2:28]([O:29][C:30]([N:16]1[CH2:15][CH2:14][N:13]([CH:10]([CH2:11][CH3:12])[C:9]#[C:8][C:4]2[CH:5]=[CH:6][CH:7]=[C:2]([Cl:1])[CH:3]=2)[CH2:18][CH2:17]1)=[O:31])[CH2:27][CH3:26].